From a dataset of Full USPTO retrosynthesis dataset with 1.9M reactions from patents (1976-2016). Predict the reactants needed to synthesize the given product. The reactants are: C(O[BH-](OC(=O)C)OC(=O)C)(=O)C.[Na+].[F:15][C:16]1[CH:17]=[C:18]([CH:20]=[C:21]([F:24])[C:22]=1[F:23])[NH2:19].[C:25]1(=O)[CH2:29][CH2:28][CH2:27][CH2:26]1.C(=O)([O-])O.[Na+]. Given the product [CH:25]1([NH:19][C:18]2[CH:17]=[C:16]([F:15])[C:22]([F:23])=[C:21]([F:24])[CH:20]=2)[CH2:29][CH2:28][CH2:27][CH2:26]1, predict the reactants needed to synthesize it.